The task is: Predict the reactants needed to synthesize the given product.. This data is from Full USPTO retrosynthesis dataset with 1.9M reactions from patents (1976-2016). (1) Given the product [CH2:1]([O:3][C:4]([C:6]1([C:9]2[CH:14]=[CH:13][C:12]([C:15]3[CH:20]=[CH:19][C:18]([C:21]([OH:23])=[O:30])=[CH:17][CH:16]=3)=[CH:11][CH:10]=2)[CH2:8][CH2:7]1)=[O:5])[CH3:2], predict the reactants needed to synthesize it. The reactants are: [CH2:1]([O:3][C:4]([C:6]1([C:9]2[CH:14]=[CH:13][C:12]([C:15]3[CH:20]=[CH:19][C:18]([C:21](=[O:23])C)=[CH:17][CH:16]=3)=[CH:11][CH:10]=2)[CH2:8][CH2:7]1)=[O:5])[CH3:2].BrBr.[OH-].[Na+].Cl.S(S([O-])=O)([O-])(=O)=[O:30].[Na+].[Na+]. (2) Given the product [C:19]([C:23]1[CH:28]=[C:27]([B:10]2[O:11][C:12]([CH3:17])([CH3:18])[C:13]([CH3:15])([CH3:16])[O:14]2)[CH:26]=[C:25]([C:29]([CH3:32])([CH3:31])[CH3:30])[N:24]=1)([CH3:22])([CH3:21])[CH3:20], predict the reactants needed to synthesize it. The reactants are: [B:10]1([B:10]2[O:14][C:13]([CH3:16])([CH3:15])[C:12]([CH3:18])([CH3:17])[O:11]2)[O:14][C:13]([CH3:16])([CH3:15])[C:12]([CH3:18])([CH3:17])[O:11]1.[C:19]([C:23]1[CH:28]=[CH:27][CH:26]=[C:25]([C:29]([CH3:32])([CH3:31])[CH3:30])[N:24]=1)([CH3:22])([CH3:21])[CH3:20]. (3) Given the product [F:24][C@@H:6]1[C@H:5]([OH:4])[C@@H:9]([CH2:10][OH:11])[O:8][C@H:7]1[N:15]1[CH:23]=[CH:22][C:19]([NH:20][OH:21])=[N:18][C:16]1=[O:17], predict the reactants needed to synthesize it. The reactants are: C([O:4][C@@H:5]1[C@@H:9]([CH2:10][O:11]C(=O)C)[O:8][C@@H:7]([N:15]2[CH:23]=[CH:22][C:19]([NH:20][OH:21])=[N:18][C:16]2=[O:17])[C@@H:6]1[F:24])(=O)C. (4) Given the product [NH2:1][C:4]1[CH:5]=[CH:6][C:7]([CH:10]2[CH2:11][C:12](=[O:17])[NH:13][C:14](=[O:16])[CH2:15]2)=[CH:8][CH:9]=1, predict the reactants needed to synthesize it. The reactants are: [N+:1]([C:4]1[CH:9]=[CH:8][C:7]([CH:10]2[CH2:15][C:14](=[O:16])[NH:13][C:12](=[O:17])[CH2:11]2)=[CH:6][CH:5]=1)([O-])=O. (5) The reactants are: [CH2:1]([O:8][C:9]1[CH:14]=[CH:13][NH:12][C:11](=[O:15])[CH:10]=1)[C:2]1[CH:7]=[CH:6][CH:5]=[CH:4][CH:3]=1.Br[C:17]1[CH:18]=[CH:19][C:20]2[N:24]=[C:23]([CH3:25])[N:22]([CH3:26])[C:21]=2[CH:27]=1.CNCCNC.C(=O)([O-])[O-].[K+].[K+].N. Given the product [CH2:1]([O:8][C:9]1[CH:14]=[CH:13][N:12]([C:17]2[CH:18]=[CH:19][C:20]3[N:24]=[C:23]([CH3:25])[N:22]([CH3:26])[C:21]=3[CH:27]=2)[C:11](=[O:15])[CH:10]=1)[C:2]1[CH:3]=[CH:4][CH:5]=[CH:6][CH:7]=1, predict the reactants needed to synthesize it. (6) Given the product [C:1]1([C:7]2[N:8]=[C:9]([C:29]([NH2:31])=[O:30])[C:10]3[NH:15][CH:14]=[C:13]([CH:16]4[CH2:21][CH2:20][NH:19][CH2:18][CH2:17]4)[C:11]=3[N:12]=2)[CH:2]=[CH:3][CH:4]=[CH:5][CH:6]=1, predict the reactants needed to synthesize it. The reactants are: [C:1]1([C:7]2[N:8]=[C:9]([C:29]([NH2:31])=[O:30])[C:10]3[NH:15][CH:14]=[C:13]([C:16]4[CH2:17][CH2:18][N:19](CC5C=CC=CC=5)[CH2:20][CH:21]=4)[C:11]=3[N:12]=2)[CH:6]=[CH:5][CH:4]=[CH:3][CH:2]=1.